From a dataset of Reaction yield outcomes from USPTO patents with 853,638 reactions. Predict the reaction yield, written as a fraction of the theoretical maximum amount of product (1.0 means a 100% yield; for example, 0.34 means a 34% yield). (1) The yield is 0.705. The product is [OH:28][CH2:27][CH2:26][N:23]1[CH2:22][CH2:21][N:20]([C:15]2[N:16]=[C:17]([CH3:19])[N:18]=[C:13]([NH:1][C:2]3[S:3][C:4]([C:7]([O:9][CH2:10][CH3:11])=[O:8])=[CH:5][N:6]=3)[CH:14]=2)[CH2:25][CH2:24]1. No catalyst specified. The reactants are [NH2:1][C:2]1[S:3][C:4]([C:7]([O:9][CH2:10][CH3:11])=[O:8])=[CH:5][N:6]=1.Cl[C:13]1[N:18]=[C:17]([CH3:19])[N:16]=[C:15]([N:20]2[CH2:25][CH2:24][N:23]([CH2:26][CH2:27][OH:28])[CH2:22][CH2:21]2)[CH:14]=1. (2) The reactants are [Br:1][C:2]1[CH:3]=[C:4]([CH2:8][CH2:9]O)[CH:5]=[CH:6][CH:7]=1.C(N(CC)CC)C.S(Cl)(C1C=CC(C)=CC=1)(=O)=O.[N-:29]=[N+:30]=[N-:31].[Na+]. The catalyst is C(Cl)Cl.CN(C=O)C.CCOC(C)=O. The product is [Br:1][C:2]1[CH:3]=[C:4]([CH2:8][CH2:9][N:29]=[N+:30]=[N-:31])[CH:5]=[CH:6][CH:7]=1. The yield is 0.720. (3) The reactants are [C:1]([O:4][C@@H:5]1[C@H:9]([O:10][C:11](=[O:13])[CH3:12])[C@@H:8]([CH2:14][O:15][C:16](=[O:18])[CH3:17])[O:7][C@H:6]1[N:19]1[CH:26]=[CH:25][C:23](=[O:24])[NH:22][C:20]1=[O:21])(=[O:3])[CH3:2].C(OC(=O)C)(=O)C.[Br:34]Br.C(O)C. The catalyst is C(O)(=O)C. The product is [Br:34][C:25]1[C:23](=[O:24])[NH:22][C:20](=[O:21])[N:19]([CH:26]=1)[C@@H:6]1[O:7][C@H:8]([CH2:14][O:15][C:16](=[O:18])[CH3:17])[C@@H:9]([O:10][C:11](=[O:13])[CH3:12])[C@H:5]1[O:4][C:1](=[O:3])[CH3:2]. The yield is 0.890. (4) The reactants are [Na].[C:2]([NH:5][CH:6]([C:12]([O:14][CH2:15][CH3:16])=[O:13])[C:7]([O:9][CH2:10][CH3:11])=[O:8])(=[O:4])[CH3:3].[N:17]([CH2:20][CH2:21][CH2:22][CH2:23]Br)=[N+:18]=[N-:19]. The catalyst is CCO. The product is [C:2]([NH:5][C:6]([CH2:23][CH2:22][CH2:21][CH2:20][N:17]=[N+:18]=[N-:19])([C:12]([O:14][CH2:15][CH3:16])=[O:13])[C:7]([O:9][CH2:10][CH3:11])=[O:8])(=[O:4])[CH3:3]. The yield is 0.630. (5) The reactants are [Cl:1][C:2]1[C:3]([CH3:29])=[C:4]([CH:26]=[CH:27][CH:28]=1)[CH2:5][N:6]1[C:10]2=[N:11][C:12]([N:19]3[CH2:24][CH2:23][O:22][CH2:21][CH2:20]3)=[CH:13][C:14]([C:15]([O:17]C)=[O:16])=[C:9]2[N:8]=[C:7]1[CH3:25]. The catalyst is [Li+].[OH-].C1COCC1. The product is [Cl:1][C:2]1[C:3]([CH3:29])=[C:4]([CH:26]=[CH:27][CH:28]=1)[CH2:5][N:6]1[C:10]2=[N:11][C:12]([N:19]3[CH2:20][CH2:21][O:22][CH2:23][CH2:24]3)=[CH:13][C:14]([C:15]([OH:17])=[O:16])=[C:9]2[N:8]=[C:7]1[CH3:25]. The yield is 0.710.